Task: Predict the reactants needed to synthesize the given product.. Dataset: Full USPTO retrosynthesis dataset with 1.9M reactions from patents (1976-2016) (1) Given the product [C:13]([CH:17]1[O:18][CH2:19][C:20]2[C:2]3[C:11]([CH3:12])=[CH:10][CH:9]=[CH:8][C:3]=3[C:4](=[O:5])[O:6][C:7]=2[CH2:22]1)([CH3:16])([CH3:15])[CH3:14], predict the reactants needed to synthesize it. The reactants are: Br[C:2]1[C:11]([CH3:12])=[CH:10][CH:9]=[CH:8][C:3]=1[C:4]([O:6][CH3:7])=[O:5].[C:13]([CH:17]1[CH2:22]C(=O)[CH2:20][CH2:19][O:18]1)([CH3:16])([CH3:15])[CH3:14].CC1(C)C2C(=C(P(C3C=CC=CC=3)C3C=CC=CC=3)C=CC=2)OC2C(P(C3C=CC=CC=3)C3C=CC=CC=3)=CC=CC1=2.C([O-])([O-])=O.[Cs+].[Cs+]. (2) Given the product [F:14][CH:15]([F:26])[O:16][C:17]1[CH:22]=[CH:21][C:20]([C:23]#[C:24][C:2]2[CH:7]=[CH:6][C:5]([F:8])=[C:4]([O:9][CH2:10][CH2:11][CH2:12][F:13])[CH:3]=2)=[CH:19][C:18]=1[CH3:25], predict the reactants needed to synthesize it. The reactants are: Br[C:2]1[CH:7]=[CH:6][C:5]([F:8])=[C:4]([O:9][CH2:10][CH2:11][CH2:12][F:13])[CH:3]=1.[F:14][CH:15]([F:26])[O:16][C:17]1[CH:22]=[CH:21][C:20]([C:23]#[CH:24])=[CH:19][C:18]=1[CH3:25]. (3) Given the product [C:36]1([C:26]#[C:27][C:7]2[N:6]=[C:5]([NH2:54])[CH:4]=[C:3]([C:15]3[CH:14]=[CH:13][N:18]=[CH:17][CH:16]=3)[CH:2]=2)[CH:41]=[CH:40][CH:39]=[CH:38][CH:37]=1, predict the reactants needed to synthesize it. The reactants are: F[C:2]1[CH:3]=[C:4](B(O)O)[CH:5]=[N:6][CH:7]=1.FC(F)(F)[C:13]1[N:18]=[CH:17][C:16](B(O)O)=[CH:15][CH:14]=1.CO[C:26]1N=CC(B(O)O)=C[CH:27]=1.F[C:36]1[CH:41]=[CH:40][CH:39]=[CH:38][C:37]=1B(O)O.C1(B(O)O)C=CC=CC=1.[N:54]1C=CC=C(B(O)O)C=1. (4) Given the product [CH3:30][C:27]([O:26][C:25]([N:24]([CH3:32])[CH2:23][CH2:22][CH2:21][NH:20][C:17](=[O:19])[C@H:12]([CH2:13][CH:14]([CH3:15])[CH3:16])[NH:11][C:9]([O:8][CH2:7][C:1]1[CH:2]=[CH:3][CH:4]=[CH:5][CH:6]=1)=[O:10])=[O:31])([CH3:28])[CH3:29], predict the reactants needed to synthesize it. The reactants are: [C:1]1([CH2:7][O:8][C:9]([NH:11][C@H:12]([C:17]([OH:19])=O)[CH2:13][CH:14]([CH3:16])[CH3:15])=[O:10])[CH:6]=[CH:5][CH:4]=[CH:3][CH:2]=1.[NH2:20][CH2:21][CH2:22][CH2:23][N:24]([CH3:32])[C:25](=[O:31])[O:26][C:27]([CH3:30])([CH3:29])[CH3:28].C1C=C2C(N(O)N=NC2=CC=1)=O.CN1CCOCC1.CCN=C=NCCCN(C)C.Cl. (5) The reactants are: [Br:1][C:2]1[CH:3]=[C:4]([CH2:9]Br)[C:5]([I:8])=[N:6][CH:7]=1.C([O-])([O-])=[O:12].[Ca+2]. Given the product [Br:1][C:2]1[CH:3]=[C:4]([CH2:9][OH:12])[C:5]([I:8])=[N:6][CH:7]=1, predict the reactants needed to synthesize it. (6) Given the product [Cl:32][C:9]1[N:10]=[C:11]([NH:24][CH2:25][C:26]2[CH:31]=[CH:30][CH:29]=[CH:28][N:27]=2)[C:12]2[C:17]([C:8]=1[C:4]1[CH:3]=[C:2]([NH:1][C:45](=[O:46])[CH2:41][C:42]([O:43][CH2:37][CH3:38])=[O:48])[CH:7]=[CH:6][CH:5]=1)=[CH:16][CH:15]=[CH:14][C:13]=2[C:18]1[CH:23]=[CH:22][CH:21]=[CH:20][CH:19]=1, predict the reactants needed to synthesize it. The reactants are: [NH2:1][C:2]1[CH:3]=[C:4]([C:8]2[C:17]3[C:12](=[C:13]([C:18]4[CH:23]=[CH:22][CH:21]=[CH:20][CH:19]=4)[CH:14]=[CH:15][CH:16]=3)[C:11]([NH:24][CH2:25][C:26]3[CH:31]=[CH:30][CH:29]=[CH:28][N:27]=3)=[N:10][C:9]=2[Cl:32])[CH:5]=[CH:6][CH:7]=1.N1[CH:38]=[CH:37]C=CC=1.C([CH:41]([C:45](Cl)=[O:46])[C:42](Cl)=[O:43])C.[OH2:48]. (7) Given the product [C:26]([N:24]1[CH:25]=[C:21]([C:11]2[NH:10][C:9](=[O:8])[C:14]3[N:15]([CH:18]([F:19])[F:20])[CH:16]=[N:17][C:13]=3[CH:12]=2)[CH:22]=[N:23]1)([CH3:29])([CH3:27])[CH3:28], predict the reactants needed to synthesize it. The reactants are: C([O:8][C:9]1[C:14]2[N:15]([CH:18]([F:20])[F:19])[CH:16]=[N:17][C:13]=2[CH:12]=[C:11]([C:21]2[CH:22]=[N:23][N:24]([C:26]([CH3:29])([CH3:28])[CH3:27])[CH:25]=2)[N:10]=1)C1C=CC=CC=1.C([O-])=O.[NH4+]. (8) Given the product [CH3:23][O:22][CH:4]1[CH2:5][C:6]2[C:7](=[CH:8][N:9]([CH2:11][C:12]3[CH:17]=[CH:16][C:15]([O:18][CH3:19])=[CH:14][CH:13]=3)[N:10]=2)[C:20]2[N:34]=[C:32]([NH:31][C:27]3[N:26]=[C:25]([CH3:24])[CH:30]=[CH:29][N:28]=3)[S:33][C:2]=2[CH2:3]1, predict the reactants needed to synthesize it. The reactants are: Br[CH:2]1[C:20](=O)[C:7]2=[CH:8][N:9]([CH2:11][C:12]3[CH:17]=[CH:16][C:15]([O:18][CH3:19])=[CH:14][CH:13]=3)[N:10]=[C:6]2[CH2:5][CH:4]([O:22][CH3:23])[CH2:3]1.[CH3:24][C:25]1[CH:30]=[CH:29][N:28]=[C:27]([NH:31][C:32]([NH2:34])=[S:33])[N:26]=1.